From a dataset of Reaction yield outcomes from USPTO patents with 853,638 reactions. Predict the reaction yield, written as a fraction of the theoretical maximum amount of product (1.0 means a 100% yield; for example, 0.34 means a 34% yield). (1) The reactants are [Cl:1][C:2]1[CH:3]=[CH:4][C:5]([N:8]2[CH:12]=[C:11]([CH2:13][CH2:14][CH2:15][OH:16])[C:10]([CH:17]([CH2:20][CH3:21])[CH2:18][CH3:19])=[N:9]2)=[N:6][CH:7]=1.[CH2:22]([O:24][C:25]1[C:26](O)=[C:27]([CH2:31][C:32]([O:34]C)=[O:33])[CH:28]=[CH:29][CH:30]=1)[CH3:23].C(P(CCCC)CCCC)CCC.N(C(N1CCCCC1)=O)=NC(N1CCCCC1)=O. The catalyst is O1CCCC1. The product is [Cl:1][C:2]1[CH:3]=[CH:4][C:5]([N:8]2[CH:12]=[C:11]([CH2:13][CH2:14][CH2:15][O:16][C:26]3[C:25]([O:24][CH2:22][CH3:23])=[CH:30][CH:29]=[CH:28][C:27]=3[CH2:31][C:32]([OH:34])=[O:33])[C:10]([CH:17]([CH2:20][CH3:21])[CH2:18][CH3:19])=[N:9]2)=[N:6][CH:7]=1. The yield is 0.750. (2) The catalyst is O1CCCC1. The yield is 0.850. The reactants are [CH3:1][S:2][C:3]1[CH:8]=[CH:7][C:6]([C:9]2[O:13][N:12]=[CH:11][C:10]=2[CH2:14][CH2:15][CH2:16][OH:17])=[CH:5][CH:4]=1.ClC1C=CC=C(C(OO)=[O:26])C=1.[OH2:29]. The product is [CH3:1][S:2]([C:3]1[CH:4]=[CH:5][C:6]([C:9]2[O:13][N:12]=[CH:11][C:10]=2[CH2:14][CH2:15][CH2:16][OH:17])=[CH:7][CH:8]=1)(=[O:26])=[O:29]. (3) The reactants are [CH3:1][O:2][C:3](=[O:23])[C:4]1[CH:9]=[C:8]([C:10]2[O:11][CH2:12][CH2:13][CH:14]=2)[C:7]([C:15]([F:18])([F:17])[F:16])=[CH:6][C:5]=1[NH:19][C:20](=[O:22])[CH3:21]. The catalyst is C1COCC1.[Ni]. The product is [CH3:1][O:2][C:3](=[O:23])[C:4]1[CH:9]=[C:8]([CH:10]2[CH2:14][CH2:13][CH2:12][O:11]2)[C:7]([C:15]([F:17])([F:18])[F:16])=[CH:6][C:5]=1[NH:19][C:20](=[O:22])[CH3:21]. The yield is 1.00. (4) The reactants are Br[C:2]1[CH:3]=[C:4]([CH2:8][OH:9])[CH:5]=[N:6][CH:7]=1.[CH3:10][N:11]1[C:20]2[C:15](=[CH:16][C:17](B3OC(C)(C)C(C)(C)O3)=[CH:18][CH:19]=2)[CH2:14][CH2:13][C:12]1=[O:30].C([O-])([O-])=O.[Na+].[Na+]. The catalyst is C1C=CC(P(C2C=CC=CC=2)C2C=CC=CC=2)=CC=1.C1C=CC(P(C2C=CC=CC=2)C2C=CC=CC=2)=CC=1.Cl[Pd]Cl.CN(C=O)C. The product is [OH:9][CH2:8][C:4]1[CH:3]=[C:2]([C:17]2[CH:16]=[C:15]3[C:20](=[CH:19][CH:18]=2)[N:11]([CH3:10])[C:12](=[O:30])[CH2:13][CH2:14]3)[CH:7]=[N:6][CH:5]=1. The yield is 0.975.